From a dataset of Catalyst prediction with 721,799 reactions and 888 catalyst types from USPTO. Predict which catalyst facilitates the given reaction. (1) Reactant: [F:1][C:2]1[CH:7]=[C:6]([F:8])[CH:5]=[CH:4][C:3]=1[C:9]1[C:10]2[CH:16]=[C:15]([C:17]([NH:19][C@@H:20]([C:22]3[O:26][N:25]=[C:24]([CH3:27])[N:23]=3)[CH3:21])=[O:18])[S:14][C:11]=2[NH:12][N:13]=1.C(=O)([O-])[O-].[K+].[K+].I[CH2:35][CH2:36][OH:37]. Product: [F:1][C:2]1[CH:7]=[C:6]([F:8])[CH:5]=[CH:4][C:3]=1[C:9]1[C:10]2[CH:16]=[C:15]([C:17]([NH:19][C@@H:20]([C:22]3[O:26][N:25]=[C:24]([CH3:27])[N:23]=3)[CH3:21])=[O:18])[S:14][C:11]=2[N:12]([CH2:35][CH2:36][OH:37])[N:13]=1. The catalyst class is: 9. (2) The catalyst class is: 9. Product: [CH2:1]([C:8]1[C:9]([C:13]2[CH:14]=[CH:15][C:16]([NH:19][C:28]([NH:27][CH:25]([C:24]3[CH:23]=[CH:22][C:21]([F:20])=[CH:31][CH:30]=3)[CH3:26])=[S:29])=[CH:17][CH:18]=2)=[N:10][O:11][CH:12]=1)[C:2]1[CH:3]=[CH:4][CH:5]=[CH:6][CH:7]=1. Reactant: [CH2:1]([C:8]1[C:9]([C:13]2[CH:18]=[CH:17][C:16]([NH2:19])=[CH:15][CH:14]=2)=[N:10][O:11][CH:12]=1)[C:2]1[CH:7]=[CH:6][CH:5]=[CH:4][CH:3]=1.[F:20][C:21]1[CH:31]=[CH:30][C:24]([CH:25]([N:27]=[C:28]=[S:29])[CH3:26])=[CH:23][CH:22]=1. (3) Reactant: [C:1]([C:4]1[C:5](=[O:24])[NH:6][C:7]([C:17]2[CH:22]=[CH:21][CH:20]=[CH:19][C:18]=2[Cl:23])=[C:8]([C:10]2[CH:15]=[CH:14][C:13]([Cl:16])=[CH:12][CH:11]=2)[CH:9]=1)(=[O:3])[CH3:2].[CH:25](=O)[C:26]([CH3:29])([CH3:28])[CH3:27].N1CCCC1. Product: [C:26]([CH:29]1[O:24][C:5]2=[N:6][C:7]([C:17]3[CH:22]=[CH:21][CH:20]=[CH:19][C:18]=3[Cl:23])=[C:8]([C:10]3[CH:15]=[CH:14][C:13]([Cl:16])=[CH:12][CH:11]=3)[CH:9]=[C:4]2[C:1](=[O:3])[CH2:2]1)([CH3:28])([CH3:27])[CH3:25]. The catalyst class is: 10. (4) Reactant: C(Cl)(=O)C(Cl)=O.[C:7]([C:11]1[CH:16]=[CH:15][C:14]([S:17]([NH:20][CH2:21][C:22]2[CH:30]=[CH:29][C:25]([C:26](O)=[O:27])=[CH:24][CH:23]=2)(=[O:19])=[O:18])=[CH:13][CH:12]=1)([CH3:10])([CH3:9])[CH3:8].[Cl:31][C:32]1[C:37]([NH2:38])=[CH:36][CH:35]=[CH:34][N:33]=1. Product: [C:7]([C:11]1[CH:12]=[CH:13][C:14]([S:17]([NH:20][CH2:21][C:22]2[CH:23]=[CH:24][C:25]([C:26]([NH:38][C:37]3[C:32]([Cl:31])=[N:33][CH:34]=[CH:35][CH:36]=3)=[O:27])=[CH:29][CH:30]=2)(=[O:19])=[O:18])=[CH:15][CH:16]=1)([CH3:10])([CH3:9])[CH3:8]. The catalyst class is: 198. (5) Reactant: [F:1][C:2]([F:17])([F:16])[C:3]1[CH:8]=[CH:7][C:6]([C:9]2[S:10][C:11]([CH2:14]O)=[CH:12][N:13]=2)=[CH:5][CH:4]=1.CCN(CC)CC.CS([Cl:29])(=O)=O.CCCCCCC.CCOC(C)=O. Product: [Cl:29][CH2:14][C:11]1[S:10][C:9]([C:6]2[CH:7]=[CH:8][C:3]([C:2]([F:17])([F:16])[F:1])=[CH:4][CH:5]=2)=[N:13][CH:12]=1. The catalyst class is: 2. (6) Reactant: [C:1](=[O:47])(OC1C=CC([N+]([O-])=O)=CC=1)[O:2][C@H:3]([CH2:18][C:19]1[CH:27]=[C:26]([CH3:28])[C:25]2[C:21](=[CH:22][N:23]([CH2:29][O:30][CH2:31][CH2:32][Si:33]([CH3:36])([CH3:35])[CH3:34])[N:24]=2)[CH:20]=1)[C:4](=[O:17])[N:5]1[CH2:10][CH2:9][CH:8]([N:11]2[CH2:16][CH2:15][CH2:14][CH2:13][CH2:12]2)[CH2:7][CH2:6]1.[OH:48][C:49]1([C:55]2[C:56](=[O:65])[NH:57][C:58]3[C:63]([CH:64]=2)=[CH:62][CH:61]=[CH:60][CH:59]=3)[CH2:54][CH2:53][NH:52][CH2:51][CH2:50]1.C(N(C(C)C)CC)(C)C. Product: [OH:48][C:49]1([C:55]2[C:56](=[O:65])[NH:57][C:58]3[C:63]([CH:64]=2)=[CH:62][CH:61]=[CH:60][CH:59]=3)[CH2:54][CH2:53][N:52]([C:1]([O:2][C@H:3]([CH2:18][C:19]2[CH:27]=[C:26]([CH3:28])[C:25]3[C:21](=[CH:22][N:23]([CH2:29][O:30][CH2:31][CH2:32][Si:33]([CH3:36])([CH3:34])[CH3:35])[N:24]=3)[CH:20]=2)[C:4](=[O:17])[N:5]2[CH2:6][CH2:7][CH:8]([N:11]3[CH2:16][CH2:15][CH2:14][CH2:13][CH2:12]3)[CH2:9][CH2:10]2)=[O:47])[CH2:51][CH2:50]1. The catalyst class is: 9. (7) Reactant: [CH3:1][C:2]1[N:7]([C:8]2[CH:13]=[CH:12][CH:11]=[C:10]([C:14]([F:17])([F:16])[F:15])[CH:9]=2)[C:6](=[O:18])[C:5]([C:19](O)=[O:20])=[CH:4][CH:3]=1.S(Cl)(Cl)=O.[CH:26]([S:29]([C:32]1[CH:37]=[CH:36][C:35]([CH2:38][NH2:39])=[CH:34][CH:33]=1)(=[O:31])=[O:30])([CH3:28])[CH3:27].C(N(CC)CC)C. Product: [CH:26]([S:29]([C:32]1[CH:37]=[CH:36][C:35]([CH2:38][NH:39][C:19]([C:5]2[C:6](=[O:18])[N:7]([C:8]3[CH:13]=[CH:12][CH:11]=[C:10]([C:14]([F:16])([F:17])[F:15])[CH:9]=3)[C:2]([CH3:1])=[CH:3][CH:4]=2)=[O:20])=[CH:34][CH:33]=1)(=[O:31])=[O:30])([CH3:28])[CH3:27]. The catalyst class is: 2. (8) Reactant: [CH2:1]([O:3][C:4]([C:6]1[O:7][C:8]2[CH:15]=[CH:14][CH:13]=[C:12](OS(C(F)(F)F)(=O)=O)[C:9]=2[C:10]=1[CH3:11])=[O:5])[CH3:2].[CH2:24]([Sn](CCCC)(CCCC)C#CC)[CH2:25][CH2:26]C.C(OCC)(=O)C.CCCCCC. Product: [CH2:1]([O:3][C:4]([C:6]1[O:7][C:8]2[CH:15]=[CH:14][CH:13]=[C:12]([C:24]#[C:25][CH3:26])[C:9]=2[C:10]=1[CH3:11])=[O:5])[CH3:2]. The catalyst class is: 109. (9) Reactant: Cl[CH2:2][C:3]1[CH:8]=[C:7]([CH3:9])[CH:6]=[C:5]([CH3:10])[CH:4]=1.[CH3:11][S:12]([C:15]1[CH:20]=[CH:19][C:18]([OH:21])=[CH:17][CH:16]=1)(=[O:14])=[O:13].[OH-].[Na+].O. Product: [CH3:11][S:12]([C:15]1[CH:20]=[CH:19][C:18]([O:21][CH2:2][C:3]2[CH:8]=[C:7]([CH3:9])[CH:6]=[C:5]([CH3:10])[CH:4]=2)=[CH:17][CH:16]=1)(=[O:13])=[O:14]. The catalyst class is: 8. (10) Reactant: [Br:1][C:2]1[CH:16]=[CH:15][C:5]2[N:6]=[C:7]([NH:9][C:10]([NH:12][CH2:13][CH3:14])=[O:11])[S:8][C:4]=2[C:3]=1[OH:17].C(=O)([O-])[O-].[K+].[K+].Br[CH:25]([CH3:27])[CH3:26]. Product: [Br:1][C:2]1[CH:16]=[CH:15][C:5]2[N:6]=[C:7]([NH:9][C:10]([NH:12][CH2:13][CH3:14])=[O:11])[S:8][C:4]=2[C:3]=1[O:17][CH:25]([CH3:27])[CH3:26]. The catalyst class is: 3.